Dataset: Reaction yield outcomes from USPTO patents with 853,638 reactions. Task: Predict the reaction yield, written as a fraction of the theoretical maximum amount of product (1.0 means a 100% yield; for example, 0.34 means a 34% yield). (1) The reactants are [CH:1]12[C:9](=[C:10]([C:26]3[CH:31]=[CH:30][C:29]([OH:32])=[CH:28][CH:27]=3)[C:11]3[CH:16]=CC(/C=C/C(OC(C)(C)C)=O)=C[CH:12]=3)[CH:5]([CH2:6][CH2:7][CH2:8]1)CCC2.C(N(CC)[CH:37]([CH3:39])[CH3:38])(C)C.[CH2:42]([OH:46])[CH2:43][C:44]#[CH:45].[NH4+].[Cl-]. The catalyst is CN(C=O)C.Cl[Pd](Cl)([P](C1C=CC=CC=1)(C1C=CC=CC=1)C1C=CC=CC=1)[P](C1C=CC=CC=1)(C1C=CC=CC=1)C1C=CC=CC=1.[Cu]I.O. The product is [OH:46][CH2:42][CH2:43][C:44]#[C:45][C:7]1[CH:6]=[CH:5][C:9]([C:10](=[C:11]2[CH2:12][C:9]([CH3:10])([CH3:1])[CH2:5][C:37]([CH3:38])([CH3:39])[CH2:16]2)[C:26]2[CH:27]=[CH:28][C:29]([OH:32])=[CH:30][CH:31]=2)=[CH:1][CH:8]=1. The yield is 0.760. (2) The reactants are [CH2:1]([O:8][CH2:9][CH2:10][N:11]1[CH2:16][CH2:15][N:14]([C:17]2[CH:26]=[CH:25][C:20]([C:21]([O:23][CH3:24])=[O:22])=[CH:19][C:18]=2Br)[CH2:13][CH2:12]1)[C:2]1[CH:7]=[CH:6][CH:5]=[CH:4][CH:3]=1.O.[CH:29](/B(O)O)=[CH:30]/[CH3:31].C(=O)([O-])[O-].[Na+].[Na+]. The catalyst is CN(C)C=O. The product is [CH2:1]([O:8][CH2:9][CH2:10][N:11]1[CH2:16][CH2:15][N:14]([C:17]2[CH:26]=[CH:25][C:20]([C:21]([O:23][CH3:24])=[O:22])=[CH:19][C:18]=2/[CH:29]=[CH:30]\[CH3:31])[CH2:13][CH2:12]1)[C:2]1[CH:7]=[CH:6][CH:5]=[CH:4][CH:3]=1. The yield is 0.860. (3) The reactants are [Cl:1][C:2]1[C:10]2[C:6](=[N:7][O:8][N:9]=2)[C:5]([S:11](Cl)(=[O:13])=[O:12])=[CH:4][CH:3]=1.[CH3:15][NH:16][CH3:17].C1COCC1.C(N(CC)CC)C. The catalyst is C(#N)C. The product is [Cl:1][C:2]1[C:10]2=[N:9][O:8][N:7]=[C:6]2[C:5]([S:11]([N:16]([CH3:17])[CH3:15])(=[O:13])=[O:12])=[CH:4][CH:3]=1. The yield is 0.750. (4) The yield is 0.600. The catalyst is CN(C)C=O.[Cu](I)I.C1C=CC([P]([Pd]([P](C2C=CC=CC=2)(C2C=CC=CC=2)C2C=CC=CC=2)([P](C2C=CC=CC=2)(C2C=CC=CC=2)C2C=CC=CC=2)[P](C2C=CC=CC=2)(C2C=CC=CC=2)C2C=CC=CC=2)(C2C=CC=CC=2)C2C=CC=CC=2)=CC=1. The reactants are Br[C:2]1[CH:3]=[N:4][C:5]([Cl:8])=[N:6][CH:7]=1.[C:9]([O:15][CH3:16])(=[O:14])[CH2:10][CH2:11][C:12]#[CH:13].C(N(CC)CC)C.[Cl-].[NH4+]. The product is [Cl:8][C:5]1[N:4]=[CH:3][C:2]([C:13]#[C:12][CH2:11][CH2:10][C:9]([O:15][CH3:16])=[O:14])=[CH:7][N:6]=1. (5) The reactants are Cl[C:2]1[N:7]=[C:6]2[CH:8]=[N:9][CH:10]=[CH:11][C:5]2=[N:4][C:3]=1[N:12]1[CH2:17][CH2:16][N:15]([C:18]([O:20][C:21]([CH3:24])([CH3:23])[CH3:22])=[O:19])[CH2:14][CH2:13]1.[F-].[K+].CC[N:29](C(C)C)[CH:30]([CH3:32])[CH3:31].CC(N)C. The catalyst is CS(C)=O.O. The product is [CH:30]([NH:29][C:2]1[N:7]=[C:6]2[CH:8]=[N:9][CH:10]=[CH:11][C:5]2=[N:4][C:3]=1[N:12]1[CH2:17][CH2:16][N:15]([C:18]([O:20][C:21]([CH3:24])([CH3:23])[CH3:22])=[O:19])[CH2:14][CH2:13]1)([CH3:32])[CH3:31]. The yield is 0.590. (6) The reactants are [Cl:1][C:2]1[S:3][C:4]([Cl:8])=[CH:5][C:6]=1[CH3:7].[Br:9]N1C(=O)CCC1=O. The catalyst is C(Cl)(Cl)(Cl)Cl.C(OOC(=O)C1C=CC=CC=1)(=O)C1C=CC=CC=1. The product is [Br:9][CH2:7][C:6]1[CH:5]=[C:4]([Cl:8])[S:3][C:2]=1[Cl:1]. The yield is 0.910. (7) The catalyst is O1CCOCC1.C(Cl)Cl. The reactants are CC(OC(/N=N/C(OC(C)C)=O)=O)C.C1(P(C2C=CC=CC=2)C2C=CC=CC=2)C=CC=CC=1.[C:34]1([C:40]2[C:48]3[C:43](=[CH:44][CH:45]=[CH:46][CH:47]=3)[N:42]([S:49]([C:52]3[CH:57]=[CH:56][C:55]([CH3:58])=[CH:54][CH:53]=3)(=[O:51])=[O:50])[C:41]=2[CH:59](O)[CH3:60])[CH:39]=[CH:38][CH:37]=[CH:36][CH:35]=1.C1(P([N:76]=[N+:77]=[N-:78])(C2C=CC=CC=2)=O)C=CC=CC=1. The product is [N:76]([CH:59]([C:41]1[N:42]([S:49]([C:52]2[CH:57]=[CH:56][C:55]([CH3:58])=[CH:54][CH:53]=2)(=[O:50])=[O:51])[C:43]2[C:48]([C:40]=1[C:34]1[CH:35]=[CH:36][CH:37]=[CH:38][CH:39]=1)=[CH:47][CH:46]=[CH:45][CH:44]=2)[CH3:60])=[N+:77]=[N-:78]. The yield is 0.750. (8) The reactants are [C:1]([O:5][C:6]([NH:8][C:9]1[S:10][CH:11]=[C:12]([CH2:14][CH2:15][O:16]S(C)(=O)=O)[N:13]=1)=[O:7])([CH3:4])([CH3:3])[CH3:2].[F:21][C:22]1[CH:27]=[CH:26][C:25](O)=[CH:24][CH:23]=1. The catalyst is C1(C)C=CC=CC=1. The product is [C:1]([O:5][C:6](=[O:7])[NH:8][C:9]1[S:10][CH:11]=[C:12]([CH2:14][CH2:15][O:16][C:25]2[CH:26]=[CH:27][C:22]([F:21])=[CH:23][CH:24]=2)[N:13]=1)([CH3:4])([CH3:3])[CH3:2]. The yield is 0.400.